From a dataset of Forward reaction prediction with 1.9M reactions from USPTO patents (1976-2016). Predict the product of the given reaction. (1) Given the reactants CC(C[AlH]CC(C)C)C.[CH2:10]([N:17]([C@H:25]1[C@@H:29]2[O:30][C:31]([CH3:34])([CH3:33])[O:32][C@@H:28]2[C@@H:27]([O:35][CH2:36][C:37](OC(C)(C)C)=[O:38])[CH2:26]1)[CH2:18][C:19]1[CH:24]=[CH:23][CH:22]=[CH:21][CH:20]=1)[C:11]1[CH:16]=[CH:15][CH:14]=[CH:13][CH:12]=1.CO.[Cl-].[Na+], predict the reaction product. The product is: [CH2:10]([N:17]([C@H:25]1[C@@H:29]2[O:30][C:31]([CH3:33])([CH3:34])[O:32][C@@H:28]2[C@@H:27]([O:35][CH2:36][CH2:37][OH:38])[CH2:26]1)[CH2:18][C:19]1[CH:20]=[CH:21][CH:22]=[CH:23][CH:24]=1)[C:11]1[CH:12]=[CH:13][CH:14]=[CH:15][CH:16]=1. (2) Given the reactants Cl.[C:2]([C:4]1[CH:18]=[CH:17][C:7]([C:8]([NH:10][CH:11]2[CH2:16][CH2:15][NH:14][CH2:13][CH2:12]2)=[O:9])=[CH:6][C:5]=1[O:19][CH3:20])#[N:3].[CH3:21][C:22]1[C:30]2[CH2:29][O:28][C:27](=[O:31])[C:26]=2[CH:25]=[CH:24][C:23]=1[CH2:32][CH:33]=O, predict the reaction product. The product is: [C:2]([C:4]1[CH:18]=[CH:17][C:7]([C:8]([NH:10][CH:11]2[CH2:16][CH2:15][N:14]([CH2:33][CH2:32][C:23]3[C:22]([CH3:21])=[C:30]4[C:26](=[CH:25][CH:24]=3)[C:27](=[O:31])[O:28][CH2:29]4)[CH2:13][CH2:12]2)=[O:9])=[CH:6][C:5]=1[O:19][CH3:20])#[N:3].